This data is from Catalyst prediction with 721,799 reactions and 888 catalyst types from USPTO. The task is: Predict which catalyst facilitates the given reaction. (1) Reactant: C[Si]([N-][Si](C)(C)C)(C)C.[Li+].F[C:12]1[C:13]([C:18]2[NH:27][C:26](=[O:28])[C:25]3[C:20](=[CH:21][C:22]([O:31][CH3:32])=[CH:23][C:24]=3[O:29][CH3:30])[N:19]=2)=[N:14][CH:15]=[CH:16][CH:17]=1.[CH3:33][N:34]1[CH2:38][CH2:37][CH:36]([CH2:39][NH2:40])[CH2:35]1. Product: [CH3:30][O:29][C:24]1[CH:23]=[C:22]([O:31][CH3:32])[CH:21]=[C:20]2[C:25]=1[C:26](=[O:28])[NH:27][C:18]([C:13]1[C:12]([NH:40][CH2:39][CH:36]3[CH2:37][CH2:38][N:34]([CH3:33])[CH2:35]3)=[CH:17][CH:16]=[CH:15][N:14]=1)=[N:19]2. The catalyst class is: 598. (2) Reactant: [CH:1]1([CH2:4][O:5][CH:6]2[CH2:11][CH2:10][C:9](=O)[CH2:8][CH2:7]2)[CH2:3][CH2:2]1.[NH:13]1[CH2:18][CH2:17][CH:16]([NH:19][C:20](=[O:26])[O:21][C:22]([CH3:25])([CH3:24])[CH3:23])[CH2:15][CH2:14]1.C(O[BH-](OC(=O)C)OC(=O)C)(=O)C.[Na+]. Product: [CH:1]1([CH2:4][O:5][C@H:6]2[CH2:11][CH2:10][C@H:9]([N:13]3[CH2:14][CH2:15][CH:16]([NH:19][C:20](=[O:26])[O:21][C:22]([CH3:24])([CH3:23])[CH3:25])[CH2:17][CH2:18]3)[CH2:8][CH2:7]2)[CH2:3][CH2:2]1. The catalyst class is: 417.